From a dataset of Reaction yield outcomes from USPTO patents with 853,638 reactions. Predict the reaction yield, written as a fraction of the theoretical maximum amount of product (1.0 means a 100% yield; for example, 0.34 means a 34% yield). (1) The reactants are [CH3:1][C@@:2]1([C:8]2[CH:17]=[CH:16][C:15]3[C:10](=[CH:11][CH:12]=[C:13]([O:22][CH:23]4[CH2:28][CH2:27][C:26]5([CH2:33][CH2:32][CH2:31][CH2:30][CH2:29]5)[CH2:25][CH2:24]4)[C:14]=3[C:18]([F:21])([F:20])[F:19])[CH:9]=2)[CH2:6][O:5]C(=O)[NH:3]1.[OH-].[Li+].C(O)C.O. No catalyst specified. The product is [NH2:3][C@@:2]([C:8]1[CH:17]=[CH:16][C:15]2[C:10](=[CH:11][CH:12]=[C:13]([O:22][CH:23]3[CH2:28][CH2:27][C:26]4([CH2:33][CH2:32][CH2:31][CH2:30][CH2:29]4)[CH2:25][CH2:24]3)[C:14]=2[C:18]([F:20])([F:21])[F:19])[CH:9]=1)([CH3:1])[CH2:6][OH:5]. The yield is 0.660. (2) The yield is 0.710. The catalyst is [C-]#[O+].[C-]#[O+].[C-]#[O+].[C-]#[O+].[C-]#[O+].[C-]#[O+].[Mo].CC([O-])=O.CC([O-])=O.[Pd+2]. The product is [CH2:1]([O:8][C:9]1[C:14]([F:15])=[CH:13][C:12]([C:16]2[N:21]=[C:20]([NH:22][CH2:23][C:24]3[CH:29]=[CH:28][CH:27]=[CH:26][C:25]=3[N:30]([CH3:35])[S:31]([CH3:34])(=[O:33])=[O:32])[C:19]3[C:36]([C:69]([NH:66][C:62]([CH3:65])([CH3:64])[CH3:63])=[O:70])=[N:37][N:38]([CH:39]4[CH2:44][CH2:43][CH2:42][CH2:41][O:40]4)[C:18]=3[CH:17]=2)=[C:11]([CH2:46][C:47]([F:50])([F:49])[F:48])[CH:10]=1)[C:2]1[CH:7]=[CH:6][CH:5]=[CH:4][CH:3]=1. The reactants are [CH2:1]([O:8][C:9]1[C:14]([F:15])=[CH:13][C:12]([C:16]2[N:21]=[C:20]([NH:22][CH2:23][C:24]3[CH:29]=[CH:28][CH:27]=[CH:26][C:25]=3[N:30]([CH3:35])[S:31]([CH3:34])(=[O:33])=[O:32])[C:19]3[C:36](I)=[N:37][N:38]([CH:39]4[CH2:44][CH2:43][CH2:42][CH2:41][O:40]4)[C:18]=3[CH:17]=2)=[C:11]([CH2:46][C:47]([F:50])([F:49])[F:48])[CH:10]=1)[C:2]1[CH:7]=[CH:6][CH:5]=[CH:4][CH:3]=1.C1CCN2C(=NCCC2)CC1.[C:62]([NH2:66])([CH3:65])([CH3:64])[CH3:63].C1C[O:70][CH2:69]C1.